From a dataset of Full USPTO retrosynthesis dataset with 1.9M reactions from patents (1976-2016). Predict the reactants needed to synthesize the given product. (1) Given the product [F:13][C:12]1[C:6]2[CH2:5][O:4][CH:3]([CH2:2][N:19]([CH3:20])[CH3:18])[O:8][C:7]=2[CH:9]=[C:10]([S:14]([CH3:17])(=[O:16])=[O:15])[CH:11]=1, predict the reactants needed to synthesize it. The reactants are: Br[CH2:2][CH:3]1[O:8][C:7]2[CH:9]=[C:10]([S:14]([CH3:17])(=[O:16])=[O:15])[CH:11]=[C:12]([F:13])[C:6]=2[CH2:5][O:4]1.[CH3:18][NH:19][CH3:20]. (2) Given the product [CH2:1]([O:3][C:4]([C:6]1[CH2:7][N:8]([C:47]([O:49][C:50]([CH3:51])([CH3:52])[CH3:53])=[O:48])[CH2:9][C:10]=1[C:11]1[CH:16]=[CH:15][CH:14]=[CH:13][CH:12]=1)=[O:5])[CH3:2], predict the reactants needed to synthesize it. The reactants are: [CH2:1]([O:3][C:4]([C:6]1[CH2:7][N:8](CC2C=CC=CC=2)[CH2:9][C:10]=1[C:11]1[CH:16]=[CH:15][CH:14]=[CH:13][CH:12]=1)=[O:5])[CH3:2].ClC(OC(Cl)C)=O.Cl.C(N(CC)CC)C.[C:47](O[C:47]([O:49][C:50]([CH3:53])([CH3:52])[CH3:51])=[O:48])([O:49][C:50]([CH3:53])([CH3:52])[CH3:51])=[O:48].